This data is from Catalyst prediction with 721,799 reactions and 888 catalyst types from USPTO. The task is: Predict which catalyst facilitates the given reaction. (1) The catalyst class is: 87. Reactant: [C:1]1([C:39]2[CH:44]=[CH:43][CH:42]=[CH:41][CH:40]=2)[CH:6]=[CH:5][C:4]([C@@:7]2([S:34][CH2:35][CH2:36][CH2:37][CH3:38])[CH2:11][N:10]([C:12](=[O:29])[C@@H:13]([NH:21][C:22]([O:24][C:25]([CH3:28])([CH3:27])[CH3:26])=[O:23])[CH2:14][CH2:15][CH2:16][CH2:17][CH2:18][CH:19]=[CH2:20])[C@H:9]([C:30]([O:32]C)=[O:31])[CH2:8]2)=[CH:3][CH:2]=1.O.[OH-].[Li+]. Product: [C:1]1([C:39]2[CH:40]=[CH:41][CH:42]=[CH:43][CH:44]=2)[CH:2]=[CH:3][C:4]([C@@:7]2([S:34][CH2:35][CH2:36][CH2:37][CH3:38])[CH2:11][N:10]([C:12](=[O:29])[C@@H:13]([NH:21][C:22]([O:24][C:25]([CH3:27])([CH3:28])[CH3:26])=[O:23])[CH2:14][CH2:15][CH2:16][CH2:17][CH2:18][CH:19]=[CH2:20])[C@H:9]([C:30]([OH:32])=[O:31])[CH2:8]2)=[CH:5][CH:6]=1. (2) Reactant: [H-].[Na+].[CH3:3][N:4]1[CH2:16][CH2:15][C:14]2[C:13]3[C:8](=[CH:9][CH:10]=[C:11]([CH3:17])[CH:12]=3)[NH:7][C:6]=2[CH2:5]1.[CH3:18][C:19]1([C:22]2[CH:27]=[CH:26][N:25]=[CH:24][N:23]=2)[CH2:21][O:20]1. Product: [CH3:3][N:4]1[CH2:16][CH2:15][C:14]2[C:13]3[C:8](=[CH:9][CH:10]=[C:11]([CH3:17])[CH:12]=3)[N:7]([CH2:18][C:19]([C:22]3[CH:27]=[CH:26][N:25]=[CH:24][N:23]=3)([OH:20])[CH3:21])[C:6]=2[CH2:5]1. The catalyst class is: 18. (3) The catalyst class is: 112. Product: [CH3:17][C:18]1[N:19]=[CH:20][N:21]([C:23]2[CH:24]=[C:25]([NH:26][C:14]([C:1]3[C:13]4[CH2:12][C:11]5[C:6](=[CH:7][CH:8]=[CH:9][CH:10]=5)[C:5]=4[CH:4]=[CH:3][CH:2]=3)=[O:15])[CH:27]=[CH:28][CH:29]=2)[CH:22]=1. Reactant: [C:1]1([C:14](O)=[O:15])[C:13]2[CH2:12][C:11]3[C:6](=[CH:7][CH:8]=[CH:9][CH:10]=3)[C:5]=2[CH:4]=[CH:3][CH:2]=1.[CH3:17][C:18]1[N:19]=[CH:20][N:21]([C:23]2[CH:24]=[C:25]([CH:27]=[CH:28][CH:29]=2)[NH2:26])[CH:22]=1.Cl.C(N=C=NCCCN(C)C)C. (4) Reactant: [C:1]([O:5][C:6](=[O:14])[NH:7][CH:8]1[CH2:13][CH2:12][NH:11][CH2:10][CH2:9]1)([CH3:4])([CH3:3])[CH3:2].[CH3:15][O:16][C:17]1[CH:18]=[C:19]2[C:28](=[CH:29][CH:30]=1)[N:27]=[CH:26][C:25]1[S:24][CH2:23][C:22](=O)[CH2:21][C:20]2=1.C1(C)C=CC(S(O)(=O)=O)=CC=1.C(O)(=O)C.C([BH3-])#N.[Na+]. Product: [C:1]([O:5][C:6](=[O:14])[NH:7][CH:8]1[CH2:13][CH2:12][N:11]([CH:22]2[CH2:21][C:20]3[C:19]4[C:28](=[CH:29][CH:30]=[C:17]([O:16][CH3:15])[CH:18]=4)[N:27]=[CH:26][C:25]=3[S:24][CH2:23]2)[CH2:10][CH2:9]1)([CH3:4])([CH3:2])[CH3:3]. The catalyst class is: 224. (5) Reactant: [C:1]([O:5][C:6]([N:8]1[CH2:13][CH2:12][CH:11]([NH:14][C:15]2[C:24]3[C:19](=[CH:20][CH:21]=[C:22]([Cl:25])[N:23]=3)[N:18]=[CH:17][C:16]=2[C:26]([O:28]CC)=[O:27])[CH2:10][CH2:9]1)=[O:7])([CH3:4])([CH3:3])[CH3:2].CO.[Li+].[OH-].Cl. Product: [C:1]([O:5][C:6]([N:8]1[CH2:13][CH2:12][CH:11]([NH:14][C:15]2[C:24]3[C:19](=[CH:20][CH:21]=[C:22]([Cl:25])[N:23]=3)[N:18]=[CH:17][C:16]=2[C:26]([OH:28])=[O:27])[CH2:10][CH2:9]1)=[O:7])([CH3:4])([CH3:2])[CH3:3]. The catalyst class is: 90. (6) Reactant: [CH:1]1([C:4]2[CH:5]=[CH:6][CH:7]=[C:8]3[C:13]=2[N:12]=[C:11]([C:14]([O:16]C)=[O:15])[CH:10]=[C:9]3[O:18][CH3:19])[CH2:3][CH2:2]1.C1COCC1.[OH-].[Na+]. Product: [CH:1]1([C:4]2[CH:5]=[CH:6][CH:7]=[C:8]3[C:13]=2[N:12]=[C:11]([C:14]([OH:16])=[O:15])[CH:10]=[C:9]3[O:18][CH3:19])[CH2:2][CH2:3]1. The catalyst class is: 5. (7) Reactant: [CH:1]([O:8][CH2:9][CH3:10])([O:5][CH2:6][CH3:7])OCC.[Br:11][C:12]1[CH:19]=[CH:18][C:17]([Cl:20])=[CH:16][C:13]=1C=O. Product: [Br:11][C:12]1[CH:19]=[CH:18][C:17]([Cl:20])=[CH:16][C:13]=1[CH:1]([O:5][CH2:6][CH3:7])[O:8][CH2:9][CH3:10]. The catalyst class is: 194. (8) Reactant: [CH:1]1([C:4]2[N:8]3[CH2:9][CH2:10][CH2:11][C@@H:12]([C:13]4[N:17]5[CH:18]=[CH:19][N:20]=[C:21]([NH:22][CH2:23][C:24]6[CH:29]=[CH:28][C:27]([O:30][CH3:31])=[CH:26][C:25]=6[O:32][CH3:33])[C:16]5=[C:15]([C:34]5[CH:43]=[CH:42][C:37]([C:38]([O:40]C)=[O:39])=[CH:36][CH:35]=5)[N:14]=4)[C:7]3=[N:6][N:5]=2)[CH2:3][CH2:2]1.Cl. Product: [CH:1]1([C:4]2[N:8]3[CH2:9][CH2:10][CH2:11][C@@H:12]([C:13]4[N:17]5[CH:18]=[CH:19][N:20]=[C:21]([NH:22][CH2:23][C:24]6[CH:29]=[CH:28][C:27]([O:30][CH3:31])=[CH:26][C:25]=6[O:32][CH3:33])[C:16]5=[C:15]([C:34]5[CH:43]=[CH:42][C:37]([C:38]([OH:40])=[O:39])=[CH:36][CH:35]=5)[N:14]=4)[C:7]3=[N:6][N:5]=2)[CH2:3][CH2:2]1. The catalyst class is: 87.